Dataset: Reaction yield outcomes from USPTO patents with 853,638 reactions. Task: Predict the reaction yield, written as a fraction of the theoretical maximum amount of product (1.0 means a 100% yield; for example, 0.34 means a 34% yield). The reactants are [CH3:1][O:2][C:3](=[O:14])[C:4]1[CH:9]=[CH:8][CH:7]=[C:6]([C:10]#[N:11])[C:5]=1[CH2:12]Br.C1(=O)O[C:19](=[O:20])[C:18]2=[CH:22][CH:23]=[CH:24][CH:25]=[C:17]2[CH2:16]1.C(N(CC)CC)C. The catalyst is C(#N)C. The product is [CH3:1][O:2][C:3]([C:4]1[C:5]2[CH2:12][C:16]3[C:17]4[C:18](=[CH:22][CH:23]=[CH:24][CH:25]=4)[C:19](=[O:20])[NH:11][C:10]=3[C:6]=2[CH:7]=[CH:8][CH:9]=1)=[O:14]. The yield is 0.810.